The task is: Predict the reaction yield, written as a fraction of the theoretical maximum amount of product (1.0 means a 100% yield; for example, 0.34 means a 34% yield).. This data is from Reaction yield outcomes from USPTO patents with 853,638 reactions. (1) The reactants are [NH2:1][C:2]1[CH:3]=[CH:4][C:5]([O:8][C:9](=[O:18])[N:10]([CH3:17])[C:11]2[CH:16]=[CH:15][CH:14]=[CH:13][CH:12]=2)=[N:6][CH:7]=1.[C:19]([O:23][C:24](=[O:27])[CH2:25]Br)([CH3:22])([CH3:21])[CH3:20].C(=O)([O-])[O-].[K+].[K+].C1OCCOCCOCCOCCOCCOC1. The catalyst is C1(C)C=CC=CC=1. The product is [C:19]([O:23][C:24](=[O:27])[CH2:25][NH:1][C:2]1[CH:7]=[N:6][C:5]([O:8][C:9](=[O:18])[N:10]([CH3:17])[C:11]2[CH:16]=[CH:15][CH:14]=[CH:13][CH:12]=2)=[CH:4][CH:3]=1)([CH3:22])([CH3:21])[CH3:20]. The yield is 0.190. (2) The reactants are [CH2:1]([OH:7])[CH2:2][CH2:3][CH2:4][C:5]#[CH:6].[CH3:8][C:9]1[CH:14]=[CH:13][C:12]([S:15](Cl)(=[O:17])=[O:16])=[CH:11][CH:10]=1. The catalyst is C(Cl)Cl. The product is [CH3:8][C:9]1[CH:14]=[CH:13][C:12]([S:15]([O:7][CH2:1][CH2:2][CH2:3][CH2:4][C:5]#[CH:6])(=[O:17])=[O:16])=[CH:11][CH:10]=1. The yield is 0.970. (3) The catalyst is C(Cl)(Cl)Cl. The yield is 0.880. The product is [Br:18][C:9]1[S:8][C:7]([C:5]2[S:6][C:2]([CH3:1])=[CH:3][CH:4]=2)=[C:11]([C:12]2[S:13][C:14]([CH3:17])=[CH:15][CH:16]=2)[CH:10]=1. The reactants are [CH3:1][C:2]1[S:6][C:5]([C:7]2[S:8][CH:9]=[CH:10][C:11]=2[C:12]2[S:13][C:14]([CH3:17])=[CH:15][CH:16]=2)=[CH:4][CH:3]=1.[Br:18]N1C(=O)CCC1=O. (4) The product is [Cl:1][C:2]1[CH:7]=[CH:6][N:5]=[C:4]([C:8](=[O:51])[CH2:9][CH2:10][N:11]([C@@H:23]2[C:40]3=[CH:41][C:36](=[CH:37][C:38]([O:42][CH3:43])=[N:39]3)[C:35]3[C:30](=[CH:31][C:32]([NH:44][C:45](=[O:48])[O:46][CH3:47])=[CH:33][CH:34]=3)[NH:29][C:28](=[O:49])[C@H:27]([CH3:50])[CH2:26][CH2:25][CH2:24]2)[C:12](=[O:22])[CH2:13][P:14]([O:19][CH2:20][CH3:21])([O:16][CH2:17][CH3:18])=[O:15])[C:3]=1[F:52]. The reactants are [Cl:1][C:2]1[CH:7]=[CH:6][N:5]=[C:4]([C@H:8]([OH:51])[CH2:9][CH2:10][N:11]([C@@H:23]2[C:40]3=[CH:41][C:36](=[CH:37][C:38]([O:42][CH3:43])=[N:39]3)[C:35]3[C:30](=[CH:31][C:32]([NH:44][C:45](=[O:48])[O:46][CH3:47])=[CH:33][CH:34]=3)[NH:29][C:28](=[O:49])[C@H:27]([CH3:50])[CH2:26][CH2:25][CH2:24]2)[C:12](=[O:22])[CH2:13][P:14]([O:19][CH2:20][CH3:21])([O:16][CH2:17][CH3:18])=[O:15])[C:3]=1[F:52].CC(OI1(OC(C)=O)(OC(C)=O)OC(=O)C2C=CC=CC1=2)=O. The catalyst is C(Cl)Cl.O. The yield is 0.990. (5) The reactants are [N+:1]([C:4]1[CH:12]=[C:11]2[C:7]([C:8]([Sn](C)(C)C)=[N:9][N:10]2[CH2:13][O:14][CH2:15][CH2:16][Si:17]([CH3:20])([CH3:19])[CH3:18])=[CH:6][CH:5]=1)([O-:3])=[O:2].I[N:26]1[C:30]2[CH:31]=[CH:32][CH:33]=[CH:34][C:29]=2[N:28]([CH2:35][O:36][CH2:37][CH2:38][Si:39]([CH3:42])([CH3:41])[CH3:40])[CH2:27]1. The catalyst is [Cu]I.C1COCC1. The product is [N+:1]([C:4]1[CH:12]=[C:11]2[C:7]([C:8]([C:27]3[N:28]([CH2:35][O:36][CH2:37][CH2:38][Si:39]([CH3:41])([CH3:42])[CH3:40])[C:29]4[CH:34]=[CH:33][CH:32]=[CH:31][C:30]=4[N:26]=3)=[N:9][N:10]2[CH2:13][O:14][CH2:15][CH2:16][Si:17]([CH3:20])([CH3:19])[CH3:18])=[CH:6][CH:5]=1)([O-:3])=[O:2]. The yield is 0.820. (6) The reactants are C(OC([N:11]1[CH2:16][CH2:15][CH:14]([CH:17]2[O:21][CH2:20][CH2:19][O:18]2)[CH2:13][CH2:12]1)=O)C1C=CC=CC=1. The catalyst is CO.[Pd]. The product is [O:18]1[CH2:19][CH2:20][O:21][CH:17]1[CH:14]1[CH2:15][CH2:16][NH:11][CH2:12][CH2:13]1. The yield is 1.00. (7) The product is [Br:12][CH2:1][C:2]1[CH:11]=[CH:10][C:5]([C:6]([O:8][CH3:9])=[O:7])=[CH:4][N:3]=1. The catalyst is C(Cl)(Cl)(Cl)Cl. The yield is 0.350. The reactants are [CH3:1][C:2]1[CH:11]=[CH:10][C:5]([C:6]([O:8][CH3:9])=[O:7])=[CH:4][N:3]=1.[Br:12]N1C(=O)CCC1=O.N(C(C)(C)C#N)=NC(C)(C)C#N.CCCCCC. (8) The reactants are [CH3:1][C:2](=[N:4][OH:5])[CH3:3].[CH3:6][S:7]([O:10][C:11]1[CH:16]=[CH:15][CH:14]=[CH:13][C:12]=1[CH:17]1[O:21][N:20]=[C:19]([C:22]2[N:23]=[C:24]([CH:27]3[CH2:32][CH2:31][N:30]([C:33](=[O:36])[CH2:34]Cl)[CH2:29][CH2:28]3)[S:25][CH:26]=2)[CH2:18]1)(=[O:9])=[O:8].C(=O)([O-])[O-].[Cs+].[Cs+]. The catalyst is CN(C)C=O. The product is [CH3:6][S:7]([O:10][C:11]1[CH:16]=[CH:15][CH:14]=[CH:13][C:12]=1[CH:17]1[O:21][N:20]=[C:19]([C:22]2[N:23]=[C:24]([CH:27]3[CH2:32][CH2:31][N:30]([C:33](=[O:36])[CH2:34][O:5][N:4]=[C:2]([CH3:3])[CH3:1])[CH2:29][CH2:28]3)[S:25][CH:26]=2)[CH2:18]1)(=[O:9])=[O:8]. The yield is 0.100.